From a dataset of Full USPTO retrosynthesis dataset with 1.9M reactions from patents (1976-2016). Predict the reactants needed to synthesize the given product. (1) Given the product [F:3][C:4]([F:16])([F:17])[CH2:5][CH2:6][C:7](=[O:15])[C:8]([C:9]1[CH:14]=[CH:13][CH:12]=[CH:11][CH:10]=1)=[CH2:19], predict the reactants needed to synthesize it. The reactants are: C=O.[F:3][C:4]([F:17])([F:16])[CH2:5][CH2:6][C:7](=[O:15])[CH2:8][C:9]1[CH:14]=[CH:13][CH:12]=[CH:11][CH:10]=1.N1CCCC[CH2:19]1. (2) Given the product [C:12]([C:10]1[CH:11]=[C:7]([NH:6][C:5]([NH:53][C@@H:46]2[C:47]3[C:52](=[CH:51][CH:50]=[CH:49][CH:48]=3)[C@H:43]([O:42][C:39]3[CH:40]=[CH:41][C:36]4[N:37]([C:33]([C@:28]5([CH3:32])[CH2:29][CH2:30][CH2:31][N:27]5[CH3:26])=[N:34][N:35]=4)[CH:38]=3)[CH2:44][CH2:45]2)=[O:23])[N:8]([C:16]2[CH:21]=[CH:20][C:19]([CH3:22])=[CH:18][CH:17]=2)[N:9]=1)([CH3:15])([CH3:13])[CH3:14], predict the reactants needed to synthesize it. The reactants are: ClC(Cl)(Cl)CO[C:5](=[O:23])[NH:6][C:7]1[N:8]([C:16]2[CH:21]=[CH:20][C:19]([CH3:22])=[CH:18][CH:17]=2)[N:9]=[C:10]([C:12]([CH3:15])([CH3:14])[CH3:13])[CH:11]=1.[CH3:26][N:27]1[CH2:31][CH2:30][CH2:29][C@:28]1([C:33]1[N:37]2[CH:38]=[C:39]([O:42][C@H:43]3[C:52]4[C:47](=[CH:48][CH:49]=[CH:50][CH:51]=4)[C@@H:46]([NH2:53])[CH2:45][CH2:44]3)[CH:40]=[CH:41][C:36]2=[N:35][N:34]=1)[CH3:32]. (3) Given the product [ClH:25].[ClH:25].[NH2:2][CH2:1][C:3]1[CH:23]=[C:22]([F:24])[CH:21]=[CH:20][C:4]=1[O:5][C:6]1[CH:7]=[C:8]2[C:12](=[CH:13][CH:14]=1)[N:11]([CH2:15][C:16]([O:18][CH3:19])=[O:17])[N:10]=[CH:9]2, predict the reactants needed to synthesize it. The reactants are: [C:1]([C:3]1[CH:23]=[C:22]([F:24])[CH:21]=[CH:20][C:4]=1[O:5][C:6]1[CH:7]=[C:8]2[C:12](=[CH:13][CH:14]=1)[N:11]([CH2:15][C:16]([O:18][CH3:19])=[O:17])[N:10]=[CH:9]2)#[N:2].[ClH:25]. (4) Given the product [O:1]1[C:5]2[CH:6]=[CH:7][C:8]([CH2:10][N:11]3[CH2:15][CH2:14][CH:13]([CH2:16][N:17]([C:20]4[S:24][N:23]=[C:22]([N:25]5[CH:29]=[CH:28][N:27]=[CH:26]5)[N:21]=4)[CH3:18])[CH2:12]3)=[CH:9][C:4]=2[O:3][CH2:2]1, predict the reactants needed to synthesize it. The reactants are: [O:1]1[C:5]2[CH:6]=[CH:7][C:8]([CH2:10][N:11]3[CH2:15][CH2:14][CH:13]([CH2:16][NH:17][CH3:18])[CH2:12]3)=[CH:9][C:4]=2[O:3][CH2:2]1.Cl[C:20]1[S:24][N:23]=[C:22]([N:25]2[CH:29]=[CH:28][N:27]=[CH:26]2)[N:21]=1. (5) Given the product [Cl:1][C:2]1[CH:7]=[C:6]([Cl:8])[CH:5]=[CH:4][C:3]=1[C:9]1[C:17]2[C:13](=[C:14]([C:19]([C:21]3[NH:22][N:23]=[CH:24][N:25]=3)=[O:20])[N:15]([CH3:18])[N:16]=2)[CH:12]=[CH:11][CH:10]=1, predict the reactants needed to synthesize it. The reactants are: [Cl:1][C:2]1[CH:7]=[C:6]([Cl:8])[CH:5]=[CH:4][C:3]=1[C:9]1[C:17]2[C:13](=[C:14]([C:19]([C:21]3[N:22](COC)[N:23]=[CH:24][N:25]=3)=[O:20])[N:15]([CH3:18])[N:16]=2)[CH:12]=[CH:11][CH:10]=1.CO.Cl. (6) Given the product [OH-:13].[NH4+:3].[C:14]([O:17][CH2:4][CH3:5])(=[O:15])[CH3:21].[Cl:20][C:21]1[CH:22]=[C:23]([C:27]2[N:28]=[CH:29][N:30]=[C:31]([NH:33][C:34]3[O:13][C@:5]4([CH2:4][N:3]=3)[CH:10]3[CH2:9][CH2:8][N:7]([CH2:12][CH2:11]3)[CH2:6]4)[CH:32]=2)[CH:24]=[CH:25][CH:26]=1, predict the reactants needed to synthesize it. The reactants are: Cl.Cl.[NH2:3][CH2:4][C@@:5]1([OH:13])[CH:10]2[CH2:11][CH2:12][N:7]([CH2:8][CH2:9]2)[CH2:6]1.[C:14]([O-:17])([O-])=[O:15].[Cs+].[Cs+].[Cl:20][C:21]1[CH:22]=[C:23]([C:27]2[CH:32]=[C:31]([N:33]=[C:34]=S)[N:30]=[CH:29][N:28]=2)[CH:24]=[CH:25][CH:26]=1.C(N=C=NC(C)C)(C)C. (7) Given the product [CH3:1][C:2]1[N:3]=[C:4]([NH2:28])[CH:5]=[CH:6][C:7]=1[O:8][C:9]1[CH:14]=[CH:13][N:12]=[C:11]([C:15]2[CH:20]=[CH:19][C:18]([CH:21]3[CH2:26][CH2:25][N:24]([CH3:27])[CH2:23][CH2:22]3)=[CH:17][CH:16]=2)[CH:10]=1, predict the reactants needed to synthesize it. The reactants are: [CH3:1][C:2]1[C:7]([O:8][C:9]2[CH:14]=[CH:13][N:12]=[C:11]([C:15]3[CH:20]=[CH:19][C:18]([CH:21]4[CH2:26][CH2:25][N:24]([CH3:27])[CH2:23][CH2:22]4)=[CH:17][CH:16]=3)[CH:10]=2)=[CH:6][CH:5]=[C:4]([N+:28]([O-])=O)[N:3]=1. (8) The reactants are: Cl[C:2]1[N:7]=[CH:6][N:5]=[C:4]2[NH:8][N:9]=[CH:10][C:3]=12.[C:11]([O:15][C:16]([N:18]1[CH2:23][CH2:22][NH:21][CH2:20][CH2:19]1)=[O:17])([CH3:14])([CH3:13])[CH3:12].C(N(C(C)C)CC)(C)C. Given the product [C:11]([O:15][C:16]([N:18]1[CH2:23][CH2:22][N:21]([C:2]2[N:7]=[CH:6][N:5]=[C:4]3[NH:8][N:9]=[CH:10][C:3]=23)[CH2:20][CH2:19]1)=[O:17])([CH3:14])([CH3:12])[CH3:13], predict the reactants needed to synthesize it. (9) The reactants are: [Cl:1][C:2]1[C:3]2[C:4](=[N:29][S:30][N:31]=2)[CH:5]=[C:6]2[C:11]=1[N:10]=[C:9]([C:12]1[N:13]([C:21]3[C:26]([Cl:27])=[CH:25][CH:24]=[CH:23][N:22]=3)[N:14]=[C:15]([C:17]([F:20])([F:19])[F:18])[CH:16]=1)[O:8][C:7]2=[O:28].[CH:32]([NH2:35])([CH3:34])[CH3:33]. Given the product [CH:32]([NH:35][C:7]([C:6]1[C:11]([NH:10][C:9]([C:12]2[N:13]([C:21]3[C:26]([Cl:27])=[CH:25][CH:24]=[CH:23][N:22]=3)[N:14]=[C:15]([C:17]([F:19])([F:18])[F:20])[CH:16]=2)=[O:8])=[C:2]([Cl:1])[C:3]2[C:4]([CH:5]=1)=[N:29][S:30][N:31]=2)=[O:28])([CH3:34])[CH3:33], predict the reactants needed to synthesize it.